Task: Predict the reaction yield, written as a fraction of the theoretical maximum amount of product (1.0 means a 100% yield; for example, 0.34 means a 34% yield).. Dataset: Reaction yield outcomes from USPTO patents with 853,638 reactions (1) The reactants are [CH2:1]([O:8][CH2:9][CH:10]1[CH2:15]COC(C)(C)O1)[C:2]1[CH:7]=[CH:6][CH:5]=[CH:4][CH:3]=1.Cl.[C:19](=O)(O)[O-:20].[Na+].C[OH:25]. No catalyst specified. The product is [CH2:1]([O:8][CH2:9][CH:10]([CH2:15][OH:25])[CH2:19][OH:20])[C:2]1[CH:3]=[CH:4][CH:5]=[CH:6][CH:7]=1. The yield is 0.950. (2) The reactants are [CH3:1][O:2][C:3]1[CH:8]=[CH:7][C:6]([OH:9])=[CH:5][CH:4]=1.Cl[C:11]1[C:20]2[C:15](=[CH:16][CH:17]=[CH:18][CH:19]=2)[N:14]=[CH:13][N:12]=1.[H-].[Na+]. The catalyst is CN(C=O)C. The product is [CH3:1][O:2][C:3]1[CH:8]=[CH:7][C:6]([O:9][C:11]2[C:20]3[C:15](=[CH:16][CH:17]=[CH:18][CH:19]=3)[N:14]=[CH:13][N:12]=2)=[CH:5][CH:4]=1. The yield is 0.890. (3) The reactants are [CH2:1]([NH:8][C:9]([C:11]1[S:15][C:14]([N:16]2[CH2:21][CH2:20][CH2:19][CH2:18][C:17]2=[O:22])=[N:13][C:12]=1[CH3:23])=[O:10])[C:2]1[CH:7]=[CH:6][CH:5]=[CH:4][CH:3]=1.Br[CH2:25][C:26]1[CH:31]=[CH:30][C:29]([F:32])=[CH:28][CH:27]=1. No catalyst specified. The product is [CH2:1]([NH:8][C:9]([C:11]1[S:15][C:14]([N:16]2[CH2:21][CH2:20][CH2:19][CH:18]([CH2:25][C:26]3[CH:31]=[CH:30][C:29]([F:32])=[CH:28][CH:27]=3)[C:17]2=[O:22])=[N:13][C:12]=1[CH3:23])=[O:10])[C:2]1[CH:7]=[CH:6][CH:5]=[CH:4][CH:3]=1. The yield is 0.610. (4) The yield is 0.730. The catalyst is C(Cl)Cl.CN(C=O)C. The reactants are [NH2:1][CH2:2][CH2:3][NH:4][C:5]([C:7]1[C:8]([C:18]([F:21])([F:20])[F:19])=[N:9][N:10]([C:12]2[CH:17]=[CH:16][CH:15]=[CH:14][CH:13]=2)[CH:11]=1)=[O:6].[C:22]1([C:28]2[O:32][C:31]([CH:33]3[CH2:37][CH2:36][CH:35]([C:38](O)=[O:39])[CH2:34]3)=[N:30][N:29]=2)[CH:27]=[CH:26][CH:25]=[CH:24][CH:23]=1.CCN=C=NCCCN(C)C.Cl.C1C=CC2N(O)N=NC=2C=1.O. The product is [C:12]1([N:10]2[CH:11]=[C:7]([C:5]([NH:4][CH2:3][CH2:2][NH:1][C:38]([CH:35]3[CH2:36][CH2:37][CH:33]([C:31]4[O:32][C:28]([C:22]5[CH:27]=[CH:26][CH:25]=[CH:24][CH:23]=5)=[N:29][N:30]=4)[CH2:34]3)=[O:39])=[O:6])[C:8]([C:18]([F:20])([F:21])[F:19])=[N:9]2)[CH:17]=[CH:16][CH:15]=[CH:14][CH:13]=1. (5) The reactants are [F:1][C:2]1[CH:7]=[CH:6][CH:5]=[C:4]([O:8][C:9]2[CH:14]=[CH:13][C:12]([N+:15]([O-])=O)=[CH:11][CH:10]=2)[C:3]=1[F:18].O.NN. The catalyst is CO.[Ni]. The product is [F:18][C:3]1[C:2]([F:1])=[CH:7][CH:6]=[CH:5][C:4]=1[O:8][C:9]1[CH:10]=[CH:11][C:12]([NH2:15])=[CH:13][CH:14]=1. The yield is 0.870. (6) The reactants are [C:1]([NH:9][C:10]1[CH:15]=[CH:14][C:13]([N+:16]([O-])=O)=[CH:12][C:11]=1[NH:19][C:20](=[O:26])[O:21][C:22]([CH3:25])([CH3:24])[CH3:23])(=[O:8])[C:2]1[CH:7]=[CH:6][CH:5]=[CH:4][CH:3]=1.[Cl-].[NH4+]. The catalyst is [Fe]. The product is [NH2:16][C:13]1[CH:14]=[CH:15][C:10]([NH:9][C:1](=[O:8])[C:2]2[CH:3]=[CH:4][CH:5]=[CH:6][CH:7]=2)=[C:11]([NH:19][C:20](=[O:26])[O:21][C:22]([CH3:23])([CH3:24])[CH3:25])[CH:12]=1. The yield is 0.530. (7) The reactants are [OH:1][C:2]1[CH:10]=[CH:9][C:8]2[N:7]3[CH2:11][CH2:12][CH2:13][N:14]([CH2:17][CH2:18][O:19][CH3:20])[C:15](=[O:16])[C:6]3=[CH:5][C:4]=2[CH:3]=1.[CH:21]([N:24]1[CH2:29][CH2:28][CH:27](O)[CH2:26][CH2:25]1)([CH3:23])[CH3:22].C1(P(C2C=CC=CC=2)C2C=CC=CC=2)C=CC=CC=1.CC(OC(/N=N/C(OC(C)(C)C)=O)=O)(C)C. No catalyst specified. The product is [CH:21]([N:24]1[CH2:29][CH2:28][CH:27]([O:1][C:2]2[CH:10]=[CH:9][C:8]3[N:7]4[CH2:11][CH2:12][CH2:13][N:14]([CH2:17][CH2:18][O:19][CH3:20])[C:15](=[O:16])[C:6]4=[CH:5][C:4]=3[CH:3]=2)[CH2:26][CH2:25]1)([CH3:23])[CH3:22]. The yield is 0.0200. (8) The reactants are [Cl:1][C:2]1[N:10]=[C:9]([Cl:11])[CH:8]=[CH:7][C:3]=1[C:4]([OH:6])=O.N1C(Cl)=NC(Cl)=NC=1Cl.[CH3:21][O:22][C:23]1[CH:29]=[CH:28][C:26]([NH2:27])=[C:25]([N+:30]([O-:32])=[O:31])[CH:24]=1.C(N(CC)CC)C. The catalyst is C(Cl)Cl.C(OCC)(=O)C. The product is [Cl:1][C:2]1[C:3]([C:4]([NH:27][C:26]2[CH:28]=[CH:29][C:23]([O:22][CH3:21])=[CH:24][C:25]=2[N+:30]([O-:32])=[O:31])=[O:6])=[CH:7][CH:8]=[C:9]([Cl:11])[N:10]=1. The yield is 0.220.